Dataset: Reaction yield outcomes from USPTO patents with 853,638 reactions. Task: Predict the reaction yield, written as a fraction of the theoretical maximum amount of product (1.0 means a 100% yield; for example, 0.34 means a 34% yield). (1) The reactants are [NH2:1][C:2]1[CH:7]=[CH:6][C:5]([N:8]([C:13]2[C:32]([CH:33]3[CH2:35][CH2:34]3)=[CH:31][C:16]3[C:17]([C:27](=[O:30])[NH:28][CH3:29])=[C:18]([C:20]4[CH:25]=[CH:24][C:23]([F:26])=[CH:22][CH:21]=4)[O:19][C:15]=3[CH:14]=2)[S:9]([CH3:12])(=[O:11])=[O:10])=[CH:4][C:3]=1[CH2:36][C:37](OC)=[O:38].[H-].[Al+3].[Li+].[H-].[H-].[H-].C1COCC1.CCCCCC.CCOC(C)=O. The catalyst is C1COCC1. The product is [NH2:1][C:2]1[CH:7]=[CH:6][C:5]([N:8]([C:13]2[C:32]([CH:33]3[CH2:35][CH2:34]3)=[CH:31][C:16]3[C:17]([C:27]([NH:28][CH3:29])=[O:30])=[C:18]([C:20]4[CH:21]=[CH:22][C:23]([F:26])=[CH:24][CH:25]=4)[O:19][C:15]=3[CH:14]=2)[S:9]([CH3:12])(=[O:11])=[O:10])=[CH:4][C:3]=1[CH2:36][CH2:37][OH:38]. The yield is 0.650. (2) The reactants are [Cl:1][C:2]1[CH:7]=[CH:6][C:5]([CH:8]=[C:9]([CH3:15])[C:10](=O)[C:11]([OH:13])=[O:12])=[CH:4][CH:3]=1.Cl.[Cl:17][C:18]1[CH:23]=[C:22]([Cl:24])[CH:21]=[CH:20][C:19]=1[NH:25][NH2:26]. The catalyst is C(O)(=O)C. The product is [Cl:1][C:2]1[CH:7]=[CH:6][C:5]([CH:8]2[N:25]([C:19]3[CH:20]=[CH:21][C:22]([Cl:24])=[CH:23][C:18]=3[Cl:17])[N:26]=[C:10]([C:11]([OH:13])=[O:12])[CH:9]2[CH3:15])=[CH:4][CH:3]=1. The yield is 1.00. (3) The catalyst is C(Cl)(Cl)Cl.C(Cl)Cl.CCOCC. The product is [NH2:8][C@H:9]([CH2:10][C:11]1[CH:12]=[CH:13][CH:14]=[CH:15][CH:16]=1)[C:17]([NH:50][CH2:49][CH:48]([C:42]1[CH:47]=[CH:46][CH:45]=[CH:44][CH:43]=1)[C:51]1[CH:56]=[CH:55][CH:54]=[CH:53][CH:52]=1)=[O:19]. The reactants are C(OC([NH:8][C@@H:9]([C:17]([OH:19])=O)[CH2:10][C:11]1[CH:16]=[CH:15][CH:14]=[CH:13][CH:12]=1)=O)(C)(C)C.Cl.CN(C)CCCN=C=NCC.ON1C2C=CC=CC=2N=N1.[C:42]1([CH:48]([C:51]2[CH:56]=[CH:55][CH:54]=[CH:53][CH:52]=2)[CH2:49][NH2:50])[CH:47]=[CH:46][CH:45]=[CH:44][CH:43]=1.FC(F)(F)C(O)=O. The yield is 1.11. (4) The reactants are [CH:1](=[N:8]/[C:9]1[CH:17]=[CH:16][CH:15]=[C:14]2[C:10]=1[CH2:11][O:12][C:13]2=[O:18])\[C:2]1[CH:7]=[CH:6][CH:5]=[CH:4][CH:3]=1.[CH3:19][N:20]1[C:24]([CH:25]=O)=[CH:23][N:22]=[CH:21]1.[O-:27][CH2:28][CH3:29].[Na+].C(O)C. The catalyst is C(OCC)(=O)CC. The product is [CH3:19][N:20]1[C:24]([CH:25]2[C:28](=[O:27])[C:29]3[C:14]([C:13]([O:12][CH2:11][CH3:10])=[O:18])=[CH:15][CH:16]=[CH:17][C:9]=3[NH:8][CH:1]2[C:2]2[CH:3]=[CH:4][CH:5]=[CH:6][CH:7]=2)=[CH:23][N:22]=[CH:21]1. The yield is 0.230. (5) The reactants are Cl[C:2]1[N:3]=[N:4][C:5]([C:14]2[CH:19]=[CH:18][CH:17]=[CH:16][CH:15]=2)=[CH:6][C:7]=1[C:8]1[CH:13]=[CH:12][CH:11]=[CH:10][CH:9]=1.[N:20]1[CH:25]=[CH:24][CH:23]=[N:22][C:21]=1[N:26]1[CH2:31][CH2:30][NH:29][CH2:28][CH2:27]1. No catalyst specified. The product is [C:8]1([C:7]2[CH:6]=[C:5]([C:14]3[CH:19]=[CH:18][CH:17]=[CH:16][CH:15]=3)[N:4]=[N:3][C:2]=2[N:29]2[CH2:30][CH2:31][N:26]([C:21]3[N:20]=[CH:25][CH:24]=[CH:23][N:22]=3)[CH2:27][CH2:28]2)[CH:13]=[CH:12][CH:11]=[CH:10][CH:9]=1. The yield is 0.811.